The task is: Predict the reaction yield, written as a fraction of the theoretical maximum amount of product (1.0 means a 100% yield; for example, 0.34 means a 34% yield).. This data is from Reaction yield outcomes from USPTO patents with 853,638 reactions. (1) The reactants are [CH3:1][N:2]([CH2:13][C:14]1[N:18]([CH2:19][CH:20]2[CH2:25][CH2:24][CH2:23][N:22](C(OC(C)(C)C)=O)[CH2:21]2)[C:17]2[CH:33]=[CH:34][CH:35]=[CH:36][C:16]=2[N:15]=1)[CH:3]1[C:12]2[N:11]=[CH:10][CH:9]=[CH:8][C:7]=2[CH2:6][CH2:5][CH2:4]1.CN(CC1N(CC2CCNCC2)C2C=CC=CC=2N=1)C1C2N=CC=CC=2CCC1. No catalyst specified. The product is [CH3:1][N:2]([CH2:13][C:14]1[N:18]([CH2:19][CH:20]2[CH2:25][CH2:24][CH2:23][NH:22][CH2:21]2)[C:17]2[CH:33]=[CH:34][CH:35]=[CH:36][C:16]=2[N:15]=1)[CH:3]1[C:12]2[N:11]=[CH:10][CH:9]=[CH:8][C:7]=2[CH2:6][CH2:5][CH2:4]1. The yield is 0.940. (2) The reactants are [NH2:1][C:2]1[C:7]([F:8])=[CH:6][N:5]([S:9]([C:12]2[N:13]=[CH:14][N:15]([CH3:17])[CH:16]=2)(=[O:11])=[O:10])[C:4](=[O:18])[N:3]=1.[CH3:19][N:20]([CH3:23])[CH:21]=O.COC(OC)N(C)C. The catalyst is CCOCC. The product is [F:8][C:7]1[C:2]([N:1]=[CH:19][N:20]([CH3:23])[CH3:21])=[N:3][C:4](=[O:18])[N:5]([S:9]([C:12]2[N:13]=[CH:14][N:15]([CH3:17])[CH:16]=2)(=[O:11])=[O:10])[CH:6]=1. The yield is 0.690. (3) The reactants are [C:1]1([C:7]([NH:9][C:10]2[CH:15]=[CH:14][C:13]([CH:16]3[C:25]([CH3:27])([CH3:26])[CH2:24][C:23]4[C:18](=[CH:19][CH:20]=[C:21]([C:28]([O:30]C)=[O:29])[CH:22]=4)[NH:17]3)=[CH:12][CH:11]=2)=[O:8])[CH2:6][CH2:5][CH2:4][CH2:3][CH:2]=1.[OH-].[Na+]. The catalyst is CO.O. The product is [C:1]1([C:7]([NH:9][C:10]2[CH:11]=[CH:12][C:13]([CH:16]3[C:25]([CH3:27])([CH3:26])[CH2:24][C:23]4[C:18](=[CH:19][CH:20]=[C:21]([C:28]([OH:30])=[O:29])[CH:22]=4)[NH:17]3)=[CH:14][CH:15]=2)=[O:8])[CH2:6][CH2:5][CH2:4][CH2:3][CH:2]=1. The yield is 0.530. (4) The reactants are [CH3:1][O:2][C:3](=[O:18])[CH2:4][C:5]1[C:6](=[O:17])[N:7]([CH2:10][C:11]2[CH:16]=[CH:15][CH:14]=[CH:13][CH:12]=2)[CH2:8][CH:9]=1.[CH3:19]O.[H][H]. The catalyst is [Pd]. The product is [CH3:1][O:2][C:3](=[O:18])[CH2:4][CH:5]1[CH2:9][CH2:8][N:7]([CH2:10][CH2:11][C:16]2[CH:15]=[CH:14][CH:13]=[CH:12][CH:19]=2)[C:6]1=[O:17]. The yield is 0.950. (5) The reactants are S1[CH2:6][CH2:5][C:4](=[O:7])[CH2:3][CH2:2]1.C(N(CC([O-])=O)CC(O)=O)CN(CC([O-])=O)CC(O)=O.[Na+].[Na+].O[O:31][S:32]([O-:34])=O.[K+].C(=O)(O)[O-].[Na+]. The catalyst is C(#N)C. The product is [O:31]=[S:32]1(=[O:34])[CH2:6][CH2:5][C:4](=[O:7])[CH2:3][CH2:2]1. The yield is 0.730. (6) The reactants are [C:1]([O:5][C:6]([N:8]1[CH2:12][CH2:11][CH2:10][CH:9]1[C:13]1[NH:14][C:15]([C:18]2[CH:27]=[CH:26][C:25]3[C:20](=[CH:21][CH:22]=[C:23]([C:28]4[CH:33]=[CH:32][C:31](B5OC(C)(C)C(C)(C)O5)=[CH:30][CH:29]=4)[CH:24]=3)[CH:19]=2)=[CH:16][N:17]=1)=[O:7])([CH3:4])([CH3:3])[CH3:2].[C:43]([O:47][C:48]([N:50]1[CH:55]([C:56]2[NH:60][C:59]3[CH:61]=[C:62](Br)[CH:63]=[CH:64][C:58]=3[N:57]=2)[CH:54]2[CH2:66][CH:51]1[CH2:52][CH2:53]2)=[O:49])([CH3:46])([CH3:45])[CH3:44].C(=O)([O-])[O-].[K+].[K+]. The catalyst is COCCOC.O.C(OCC)(=O)C.C1C=CC(P(C2C=CC=CC=2)[C-]2C=CC=C2)=CC=1.C1C=CC(P(C2C=CC=CC=2)[C-]2C=CC=C2)=CC=1.Cl[Pd]Cl.[Fe+2].C1C=CC([P]([Pd]([P](C2C=CC=CC=2)(C2C=CC=CC=2)C2C=CC=CC=2)([P](C2C=CC=CC=2)(C2C=CC=CC=2)C2C=CC=CC=2)[P](C2C=CC=CC=2)(C2C=CC=CC=2)C2C=CC=CC=2)(C2C=CC=CC=2)C2C=CC=CC=2)=CC=1. The product is [C:43]([O:47][C:48]([N:50]1[CH:55]([C:56]2[NH:60][C:59]3[CH:61]=[C:62]([C:31]4[CH:30]=[CH:29][C:28]([C:23]5[CH:22]=[CH:21][C:20]6[C:25](=[CH:26][CH:27]=[C:18]([C:15]7[NH:14][C:13]([CH:9]8[CH2:10][CH2:11][CH2:12][N:8]8[C:6]([O:5][C:1]([CH3:2])([CH3:4])[CH3:3])=[O:7])=[N:17][CH:16]=7)[CH:19]=6)[CH:24]=5)=[CH:33][CH:32]=4)[CH:63]=[CH:64][C:58]=3[N:57]=2)[CH:54]2[CH2:66][CH:51]1[CH2:52][CH2:53]2)=[O:49])([CH3:46])([CH3:44])[CH3:45]. The yield is 0.590.